From a dataset of Full USPTO retrosynthesis dataset with 1.9M reactions from patents (1976-2016). Predict the reactants needed to synthesize the given product. (1) Given the product [F:57][C:56]([F:59])([F:58])[C:54]([OH:60])=[O:55].[CH3:23][O:22][C:19]1[CH:20]=[C:21]2[C:16](=[CH:17][CH:18]=1)[N:15]([CH3:24])[C:14](=[O:25])[C@:13]12[CH2:12][C@H:11]1[C:7]1[CH:6]=[C:5]2[C:10]([C:2]([C:34]3[CH:35]=[CH:36][C:37]([N:40]4[CH2:41][CH2:42][NH:43][CH2:44][CH2:45]4)=[CH:38][CH:39]=3)=[N:3][NH:4]2)=[CH:9][CH:8]=1, predict the reactants needed to synthesize it. The reactants are: I[C:2]1[C:10]2[C:5](=[CH:6][C:7]([C@H:11]3[C@@:13]4([C:21]5[C:16](=[CH:17][CH:18]=[C:19]([O:22][CH3:23])[CH:20]=5)[N:15]([CH3:24])[C:14]4=[O:25])[CH2:12]3)=[CH:8][CH:9]=2)[NH:4][N:3]=1.CC1(C)C(C)(C)OB([C:34]2[CH:39]=[CH:38][C:37]([N:40]3[CH2:45][CH2:44][N:43](C(OC(C)(C)C)=O)[CH2:42][CH2:41]3)=[CH:36][CH:35]=2)O1.[C:54]([OH:60])([C:56]([F:59])([F:58])[F:57])=[O:55]. (2) Given the product [CH3:1][CH2:2][C@H:3]1[O:18][C:16](=[O:17])[C@H:15]([CH3:19])[C@@H:14]([O:20][C@@H:21]2[O:26][C@@H:25]([CH3:27])[C@H:24]([OH:28])[C@@:23]([O:30][CH3:31])([CH3:29])[CH2:22]2)[C@H:13]([CH3:32])[C@@H:12]([O:33][C@@H:34]2[O:39][C@H:38]([CH3:40])[CH2:37][C@H:36]([N:41]([CH3:43])[CH3:42])[C@H:35]2[OH:44])[C@@:11]([OH:46])([CH3:45])[CH2:10][C@@H:9]([CH3:47])[CH2:8][NH:7][C@H:6]([CH3:49])[C@@H:5]([OH:50])[C@@:4]1([OH:52])[CH3:51], predict the reactants needed to synthesize it. The reactants are: [CH3:1][CH2:2][C@H:3]1[O:18][C:16](=[O:17])[C@H:15]([CH3:19])[C@@H:14]([O:20][C@@H:21]2[O:26][C@@H:25]([CH3:27])[C@H:24]([OH:28])[C@@:23]([O:30][CH3:31])([CH3:29])[CH2:22]2)[C@H:13]([CH3:32])[C@@H:12]([O:33][C@@H:34]2[O:39][C@H:38]([CH3:40])[CH2:37][C@H:36]([N:41]([CH3:43])[CH3:42])[C@H:35]2[OH:44])[C@@:11]([OH:46])([CH3:45])[CH2:10][C@@H:9]([CH3:47])[CH2:8][N:7](C)[C@H:6]([CH3:49])[C@@H:5]([OH:50])[C@@:4]1([OH:52])[CH3:51].N=O.CC(C)=O.C(O)(=O)CC(CC(O)=O)(C(O)=O)O.